Dataset: CYP1A2 inhibition data for predicting drug metabolism from PubChem BioAssay. Task: Regression/Classification. Given a drug SMILES string, predict its absorption, distribution, metabolism, or excretion properties. Task type varies by dataset: regression for continuous measurements (e.g., permeability, clearance, half-life) or binary classification for categorical outcomes (e.g., BBB penetration, CYP inhibition). Dataset: cyp1a2_veith. (1) The compound is CC(=O)[C@]1(O)CC[C@@H]2[C@H]3C[C@@H](C)C4=CC(=O)CC[C@@]4(C)[C@H]3[C@@H](O)C[C@]21C. The result is 0 (non-inhibitor). (2) The compound is CC(=O)OC[C@H]1O[C@@H](O/N=C(\C)CCC(=O)OC[C@@H]2O[C@H](C#Cc3ccccc3)C=C[C@@H]2Oc2ccc(C)cc2)[C@H](OC(C)=O)[C@@H](OC(C)=O)[C@H]1OC(C)=O. The result is 0 (non-inhibitor). (3) The drug is CCn1c(N)nc2ccccc21. The result is 1 (inhibitor). (4) The drug is COC(=O)[C@@H]1CC[C@H](C)[C@@H](c2ccc(C)cc2)N1C(=O)c1ccc(/C=N\OC[C@@H](O)COCc2ccco2)cc1. The result is 0 (non-inhibitor). (5) The drug is CN(Cc1cccc2ccccc12)Cc1cccc2ccccc12. The result is 1 (inhibitor).